This data is from Full USPTO retrosynthesis dataset with 1.9M reactions from patents (1976-2016). The task is: Predict the reactants needed to synthesize the given product. (1) Given the product [CH2:1]([O:3][C:4]([C:6]1[O:7][C:8]2[C:13]([C:14](=[O:16])[CH:15]=1)=[CH:12][CH:11]=[C:10]1[C:9]=2[CH:24]=[CH:25][CH:26]=[N:17]1)=[O:5])[CH3:2], predict the reactants needed to synthesize it. The reactants are: [CH2:1]([O:3][C:4]([C:6]1[O:7][C:8]2[C:13]([C:14](=[O:16])[CH:15]=1)=[CH:12][CH:11]=[C:10]([NH:17]C(=O)C(F)(F)F)[C:9]=2[CH:24]=[CH:25][CH3:26])=[O:5])[CH3:2].[Se](=O)=O.O. (2) Given the product [CH3:14][O:13][C:7]1[CH:6]=[C:5]([CH:10]=[CH:9][C:8]=1[O:11][CH3:12])[O:4][CH2:3][CH2:2][N:32]1[CH2:33][CH2:34][N:29]([C:27](=[O:28])[CH2:26][CH2:25][CH2:24][CH2:23][CH:22]([C:19]2[CH:18]=[CH:17][C:16]([F:15])=[CH:21][CH:20]=2)[C:35]2[CH:40]=[CH:39][C:38]([F:41])=[CH:37][CH:36]=2)[CH2:30][CH2:31]1, predict the reactants needed to synthesize it. The reactants are: Br[CH2:2][CH2:3][O:4][C:5]1[CH:10]=[CH:9][C:8]([O:11][CH3:12])=[C:7]([O:13][CH3:14])[CH:6]=1.[F:15][C:16]1[CH:21]=[CH:20][C:19]([CH:22]([C:35]2[CH:40]=[CH:39][C:38]([F:41])=[CH:37][CH:36]=2)[CH2:23][CH2:24][CH2:25][CH2:26][C:27]([N:29]2[CH2:34][CH2:33][NH:32][CH2:31][CH2:30]2)=[O:28])=[CH:18][CH:17]=1.C([O-])([O-])=O.[K+].[K+].CCOC(C)=O. (3) Given the product [CH3:26][C:25]([O:8][C:7]([C:6]1[CH:5]=[C:4]([Br:10])[S:3][C:2]=1[Br:1])=[O:9])([CH2:27][CH2:28][CH:29]([CH3:36])[CH2:30][CH2:31][CH2:32][CH:33]([CH3:35])[CH3:34])[CH3:24], predict the reactants needed to synthesize it. The reactants are: [Br:1][C:2]1[S:3][C:4]([Br:10])=[CH:5][C:6]=1[C:7]([OH:9])=[O:8].ClC1C([N+]([O-])=O)=CC([N+]([O-])=O)=CN=1.[CH3:24][C:25](O)([CH2:27][CH2:28][CH:29]([CH3:36])[CH2:30][CH2:31][CH2:32][CH:33]([CH3:35])[CH3:34])[CH3:26].C([O-])(O)=O.[Na+]. (4) Given the product [I-:19].[CH2:1]([O:3][C:4]([CH2:5][NH:6][C:7]1[CH:8]=[CH:9][CH:10]=[C:11]2[C:16]=1[CH:15]=[N+:14]([CH3:18])[CH:13]=[CH:12]2)=[O:17])[CH3:2], predict the reactants needed to synthesize it. The reactants are: [CH2:1]([O:3][C:4](=[O:17])[CH2:5][NH:6][C:7]1[CH:8]=[CH:9][CH:10]=[C:11]2[C:16]=1[CH:15]=[N:14][CH:13]=[CH:12]2)[CH3:2].[CH3:18][I:19]. (5) Given the product [CH2:1]([O:8][C:9]([NH:11][C:12]12[CH2:17][CH2:16][C:15]([CH2:20][OH:21])([CH2:18][CH2:19]1)[CH2:14][CH2:13]2)=[O:10])[C:2]1[CH:7]=[CH:6][CH:5]=[CH:4][CH:3]=1, predict the reactants needed to synthesize it. The reactants are: [CH2:1]([O:8][C:9]([NH:11][C:12]12[CH2:19][CH2:18][C:15]([C:20](O)=[O:21])([CH2:16][CH2:17]1)[CH2:14][CH2:13]2)=[O:10])[C:2]1[CH:7]=[CH:6][CH:5]=[CH:4][CH:3]=1.CN1CCOCC1.C(Cl)(=O)OCC.[BH4-].[Na+]. (6) Given the product [NH2:1][C:2]1[N:3]=[CH:4][C:5]([C:6]([NH:11][CH:12]2[CH2:17][CH2:16][N:15]([CH3:18])[CH2:14][CH2:13]2)=[O:8])=[CH:9][CH:10]=1, predict the reactants needed to synthesize it. The reactants are: [NH2:1][C:2]1[CH:10]=[CH:9][C:5]([C:6]([OH:8])=O)=[CH:4][N:3]=1.[NH2:11][CH:12]1[CH2:17][CH2:16][N:15]([CH3:18])[CH2:14][CH2:13]1.CCN(C(C)C)C(C)C.CN(C(ON1N=NC2C=CC=NC1=2)=[N+](C)C)C.F[P-](F)(F)(F)(F)F. (7) Given the product [CH2:20]([C:14]1[N:15]([CH2:16][CH:17]([CH3:19])[CH3:18])[C:6]2[C:5]3[CH:4]=[CH:3][C:2]([C:29]4[CH:30]=[CH:31][CH:32]=[CH:33][C:28]=4[O:27][CH2:24][CH2:25][CH3:26])=[CH:11][C:10]=3[N:9]=[C:8]([NH2:12])[C:7]=2[N:13]=1)[CH2:21][CH2:22][CH3:23], predict the reactants needed to synthesize it. The reactants are: Br[C:2]1[CH:3]=[CH:4][C:5]2[C:6]3[N:15]([CH2:16][CH:17]([CH3:19])[CH3:18])[C:14]([CH2:20][CH2:21][CH2:22][CH3:23])=[N:13][C:7]=3[C:8]([NH2:12])=[N:9][C:10]=2[CH:11]=1.[CH2:24]([O:27][C:28]1[CH:33]=[CH:32][CH:31]=[CH:30][C:29]=1B(O)O)[CH2:25][CH3:26]. (8) Given the product [O:11]=[C:10]([C:12]1[S:13][C:14]([C:17]2[CH:22]=[CH:21][C:20]([C:23]([F:26])([F:24])[F:25])=[CH:19][CH:18]=2)=[CH:15][CH:16]=1)[CH2:9][CH2:8][C:5]1[CH:6]=[CH:7][C:2]([O:1][CH:28]([CH2:36][CH3:37])[C:29]([O:31][C:32]([CH3:35])([CH3:34])[CH3:33])=[O:30])=[CH:3][CH:4]=1, predict the reactants needed to synthesize it. The reactants are: [OH:1][C:2]1[CH:7]=[CH:6][C:5]([CH2:8][CH2:9][C:10]([C:12]2[S:13][C:14]([C:17]3[CH:22]=[CH:21][C:20]([C:23]([F:26])([F:25])[F:24])=[CH:19][CH:18]=3)=[CH:15][CH:16]=2)=[O:11])=[CH:4][CH:3]=1.Br[CH:28]([CH2:36][CH3:37])[C:29]([O:31][C:32]([CH3:35])([CH3:34])[CH3:33])=[O:30]. (9) Given the product [NH2:41][C:27]1[C:26]([N+:42]([O-:44])=[O:43])=[CH:25][C:24]([C:9]2[N:8]([C:6]([O:5][C:1]([CH3:4])([CH3:3])[CH3:2])=[O:7])[CH:12]=[CH:11][CH:10]=2)=[C:29]([O:30][C:31]2[CH:32]=[CH:33][C:34]([S:37]([CH3:40])(=[O:39])=[O:38])=[CH:35][CH:36]=2)[CH:28]=1, predict the reactants needed to synthesize it. The reactants are: [C:1]([O:5][C:6]([N:8]1[CH:12]=[CH:11][CH:10]=[C:9]1B(O)O)=[O:7])([CH3:4])([CH3:3])[CH3:2].C(=O)([O-])[O-].[Na+].[Na+].O.Br[C:24]1[C:29]([O:30][C:31]2[CH:36]=[CH:35][C:34]([S:37]([CH3:40])(=[O:39])=[O:38])=[CH:33][CH:32]=2)=[CH:28][C:27]([NH2:41])=[C:26]([N+:42]([O-:44])=[O:43])[CH:25]=1.